This data is from Full USPTO retrosynthesis dataset with 1.9M reactions from patents (1976-2016). The task is: Predict the reactants needed to synthesize the given product. (1) Given the product [CH2:1]([O:3][C:4]([C:6]([CH3:54])([O:8][C:9]1[CH:14]=[CH:13][C:12]([C:15]2[N:20]=[C:19]([C:21]3[CH:26]=[CH:25][C:24]([O:27][C:28]([CH3:35])([C:30]([O:32][CH2:33][CH2:34][CH2:70][CH3:75])=[O:31])[CH3:29])=[CH:23][C:22]=3[OH:36])[N:18]=[C:17]([C:37]3[CH:42]=[CH:41][C:40]([O:43][C:44]([CH3:51])([C:46]([O:48][CH2:49][CH2:50][CH2:57][CH3:58])=[O:47])[CH3:45])=[CH:39][C:38]=3[OH:52])[N:16]=2)=[C:11]([OH:53])[CH:10]=1)[CH3:7])=[O:5])[CH2:2][CH2:60][CH3:61], predict the reactants needed to synthesize it. The reactants are: [CH2:1]([O:3][C:4]([C:6]([CH3:54])([O:8][C:9]1[CH:14]=[CH:13][C:12]([C:15]2[N:20]=[C:19]([C:21]3[CH:26]=[CH:25][C:24]([O:27][C:28]([CH3:35])([C:30]([O:32][CH2:33][CH3:34])=[O:31])[CH3:29])=[CH:23][C:22]=3[OH:36])[N:18]=[C:17]([C:37]3[CH:42]=[CH:41][C:40]([O:43][C:44]([CH3:51])([C:46]([O:48][CH2:49][CH3:50])=[O:47])[CH3:45])=[CH:39][C:38]=3[OH:52])[N:16]=2)=[C:11]([OH:53])[CH:10]=1)[CH3:7])=[O:5])[CH3:2].C(O)C[CH2:57][CH3:58].[CH2:60]([Sn](=O)CCCC)[CH2:61]CC.[C:70]1(C)C(C)=CC=C[CH:75]=1. (2) Given the product [Cl:1][C:2]1[CH:3]=[CH:4][C:5]2[N:6]([C:8]([CH2:11][C:13]3[CH:14]=[C:15]4[C:19](=[CH:20][C:21]=3[F:22])[N:18]([CH3:23])[N:17]=[CH:16]4)=[CH:9][N:10]=2)[N:7]=1, predict the reactants needed to synthesize it. The reactants are: [Cl:1][C:2]1[CH:3]=[CH:4][C:5]2[N:6]([C:8]([CH:11]([C:13]3[CH:14]=[C:15]4[C:19](=[CH:20][C:21]=3[F:22])[N:18]([CH3:23])[N:17]=[CH:16]4)O)=[CH:9][N:10]=2)[N:7]=1.[I-].O[PH2]=O.[OH-].[Na+]. (3) The reactants are: [Br:1][C:2]1[CH:3]=[CH:4][C:5]([O:9][CH2:10][CH2:11][N:12]([CH3:14])[CH3:13])=[C:6]([CH:8]=1)[NH2:7].C(N(C(C)C)CC)(C)C.[C:24](Cl)(=[O:27])[CH:25]=[CH2:26]. Given the product [Br:1][C:2]1[CH:3]=[CH:4][C:5]([O:9][CH2:10][CH2:11][N:12]([CH3:14])[CH3:13])=[C:6]([NH:7][C:24](=[O:27])[CH:25]=[CH2:26])[CH:8]=1, predict the reactants needed to synthesize it. (4) Given the product [CH2:48]([O:55][C:56]1[CH:83]=[C:82]([N:5]([CH2:4][CH2:3][N:2]([CH3:7])[CH3:1])[CH3:6])[CH:81]=[CH:80][C:57]=1[C:58]([NH:60][C:61]1[CH:73]=[C:72]([C:74]2[CH:79]=[CH:78][CH:77]=[CH:76][CH:75]=2)[CH:71]=[CH:70][C:62]=1[C:63]([O:65][C:66]([CH3:69])([CH3:68])[CH3:67])=[O:64])=[O:59])[C:49]1[CH:54]=[CH:53][CH:52]=[CH:51][CH:50]=1, predict the reactants needed to synthesize it. The reactants are: [CH3:1][N:2]([CH3:7])[CH2:3][CH2:4][NH:5][CH3:6].C(=O)([O-])[O-].[Cs+].[Cs+].C1(P(C2CCCCC2)C2C=CC=CC=2C2C(C(C)C)=CC(C(C)C)=CC=2C(C)C)CCCCC1.[CH2:48]([O:55][C:56]1[CH:83]=[C:82](I)[CH:81]=[CH:80][C:57]=1[C:58]([NH:60][C:61]1[CH:73]=[C:72]([C:74]2[CH:79]=[CH:78][CH:77]=[CH:76][CH:75]=2)[CH:71]=[CH:70][C:62]=1[C:63]([O:65][C:66]([CH3:69])([CH3:68])[CH3:67])=[O:64])=[O:59])[C:49]1[CH:54]=[CH:53][CH:52]=[CH:51][CH:50]=1. (5) Given the product [C:20]1([CH:26]2[CH2:28][CH:27]2[NH:29][S:2]([N:5]2[CH2:9][CH2:10][O:11][C:6]2=[O:7])(=[O:4])=[O:3])[CH:25]=[CH:24][CH:23]=[CH:22][CH:21]=1, predict the reactants needed to synthesize it. The reactants are: Cl[S:2]([N:5]=[C:6]=[O:7])(=[O:4])=[O:3].Br[CH2:9][CH2:10][OH:11].C(N(CC)CC)C.Cl.[C:20]1([C@@H:26]2[CH2:28][C@H:27]2[NH2:29])[CH:25]=[CH:24][CH:23]=[CH:22][CH:21]=1. (6) Given the product [Br:13][C:4]1[CH:3]=[C:2]([F:1])[C:11]2[O:10][CH2:9][CH2:8][CH2:7][C:6]=2[C:5]=1[CH3:12], predict the reactants needed to synthesize it. The reactants are: [F:1][C:2]1[C:11]2[O:10][CH2:9][CH2:8][CH2:7][C:6]=2[C:5]([CH3:12])=[CH:4][CH:3]=1.[Br:13]Br.